Task: Binary classification across 12 toxicity assays.. Dataset: Tox21: 12 toxicity assays (nuclear receptors and stress response pathways) (1) The drug is O=C(Nc1ccc(Cl)c(Cl)c1)c1cc(Cl)cc(Cl)c1O. It tested positive (active) for: NR-AhR (Aryl hydrocarbon Receptor agonist activity), SR-HSE (Heat Shock Element response), SR-MMP (Mitochondrial Membrane Potential disruption), and SR-p53 (p53 tumor suppressor activation). (2) The drug is S=c1[nH]c2ccccc2[nH]1. It tested positive (active) for: NR-AR (Androgen Receptor agonist activity), and NR-AhR (Aryl hydrocarbon Receptor agonist activity).